Task: Predict which catalyst facilitates the given reaction.. Dataset: Catalyst prediction with 721,799 reactions and 888 catalyst types from USPTO (1) Reactant: Cl.[CH3:2][N:3]1[CH:7]=[C:6]([C:8]2[N:13]=[C:12]([C:14]3[CH:15]=[N:16][N:17]([C:19]4([CH2:25][C:26]#[N:27])[CH2:24][CH2:23][NH:22][CH2:21][CH2:20]4)[CH:18]=3)[N:11]3[CH:28]=[CH:29][N:30]=[C:10]3[CH:9]=2)[CH:5]=[N:4]1.CCN(C(C)C)C(C)C.FC(F)(F)S(O[CH2:46][C:47]([F:50])([F:49])[F:48])(=O)=O. Product: [CH3:2][N:3]1[CH:7]=[C:6]([C:8]2[N:13]=[C:12]([C:14]3[CH:15]=[N:16][N:17]([C:19]4([CH2:25][C:26]#[N:27])[CH2:20][CH2:21][N:22]([CH2:46][C:47]([F:50])([F:49])[F:48])[CH2:23][CH2:24]4)[CH:18]=3)[N:11]3[CH:28]=[CH:29][N:30]=[C:10]3[CH:9]=2)[CH:5]=[N:4]1. The catalyst class is: 3. (2) Reactant: [C:1]([O:8][CH3:9])(=[O:7])[CH2:2][C:3]([O:5][CH3:6])=[O:4].C([O-])([O-])=O.[K+].[K+].[Br:16][C:17]1[CH:22]=[CH:21][C:20](F)=[C:19]([N+:24]([O-:26])=[O:25])[CH:18]=1.Cl. Product: [Br:16][C:17]1[CH:22]=[CH:21][C:20]([CH:2]([C:1]([O:8][CH3:9])=[O:7])[C:3]([O:5][CH3:6])=[O:4])=[C:19]([N+:24]([O-:26])=[O:25])[CH:18]=1. The catalyst class is: 3. (3) Reactant: [CH2:1]([N:3](CC)[CH2:4]C)C.[C:8]([O:12][C:13]([NH:15][CH:16]1[CH2:21][CH2:20][CH:19]([C:22]([OH:24])=O)[CH2:18][CH2:17]1)=[O:14])([CH3:11])([CH3:10])[CH3:9].CNC.F[P-](F)(F)(F)(F)F.N1(O[P+](N(C)C)(N(C)C)N(C)C)C2C=CC=CC=2N=N1. Product: [CH3:1][N:3]([CH3:4])[C:22]([CH:19]1[CH2:20][CH2:21][CH:16]([NH:15][C:13](=[O:14])[O:12][C:8]([CH3:11])([CH3:10])[CH3:9])[CH2:17][CH2:18]1)=[O:24]. The catalyst class is: 34. (4) Reactant: [ClH:1].O1CCOCC1.[Cl:8][C:9]1[CH:10]=[C:11]([C@@H:15]([C@H:35]2[N:39](C(OC(C)(C)C)=O)[C:38]([CH3:48])([CH3:47])[CH2:37][CH2:36]2)[C:16]([N:18]2[CH2:23][CH2:22][N:21]([C:24]3[C:25]4[C@H:32]([CH3:33])[CH2:31][C@@H:30]([OH:34])[C:26]=4[N:27]=[CH:28][N:29]=3)[CH2:20][CH2:19]2)=[O:17])[CH:12]=[CH:13][CH:14]=1. Product: [ClH:8].[ClH:1].[Cl:8][C:9]1[CH:10]=[C:11]([C@@H:15]([C@@H:35]2[CH2:36][CH2:37][C:38]([CH3:47])([CH3:48])[NH:39]2)[C:16]([N:18]2[CH2:19][CH2:20][N:21]([C:24]3[C:25]4[C@H:32]([CH3:33])[CH2:31][C@@H:30]([OH:34])[C:26]=4[N:27]=[CH:28][N:29]=3)[CH2:22][CH2:23]2)=[O:17])[CH:12]=[CH:13][CH:14]=1. The catalyst class is: 2. (5) Product: [Cl:1][C:2]1[CH:3]=[C:4]([CH:9]=[CH:10][C:11]=1[CH:12]([O:14][C:15]1[CH:20]=[CH:19][CH:18]=[CH:17][CH:16]=1)[CH3:13])[C:5]([OH:7])=[O:6]. Reactant: [Cl:1][C:2]1[CH:3]=[C:4]([CH:9]=[CH:10][C:11]=1[CH:12]([O:14][C:15]1[CH:20]=[CH:19][CH:18]=[CH:17][CH:16]=1)[CH3:13])[C:5]([O:7]C)=[O:6].O.[OH-].[Li+].O.CO. The catalyst class is: 7. (6) Reactant: [F:1][C:2]([F:13])([F:12])[C:3]1[CH:8]=[CH:7][CH:6]=[CH:5][C:4]=1[N:9]=[C:10]=[O:11].C(N(CC)CC)C.[Cl:21][C:22]1[CH:29]=[C:28]([O:30][CH2:31][CH:32]=[C:33]([Cl:35])[Cl:34])[CH:27]=[C:26]([Cl:36])[C:23]=1[CH2:24][NH2:25].N(CC([O-])=O)C.[K+]. Product: [Cl:21][C:22]1[CH:29]=[C:28]([O:30][CH2:31][CH:32]=[C:33]([Cl:34])[Cl:35])[CH:27]=[C:26]([Cl:36])[C:23]=1[CH2:24][NH:25][C:10]([NH:9][C:4]1[CH:5]=[CH:6][CH:7]=[CH:8][C:3]=1[C:2]([F:12])([F:13])[F:1])=[O:11]. The catalyst class is: 355. (7) Reactant: [Br:1][CH2:2][CH2:3][CH2:4][CH2:5][CH2:6][CH2:7][CH2:8][C:9]([OH:11])=O.S(Cl)([Cl:14])=O.CN(C=O)C. Product: [Br:1][CH2:2][CH2:3][CH2:4][CH2:5][CH2:6][CH2:7][CH2:8][C:9]([Cl:14])=[O:11]. The catalyst class is: 2. (8) Reactant: [N:1]([CH2:4][CH2:5][CH2:6][CH2:7][CH2:8][CH2:9][CH2:10][CH2:11][CH:12]([CH:23]([CH2:34][CH2:35][CH2:36][CH2:37][CH2:38][CH2:39][CH2:40][CH2:41][N:42]=[C:43]=[O:44])[CH2:24][CH2:25][CH2:26][CH2:27][CH2:28][CH2:29][CH2:30][CH2:31][CH2:32][CH3:33])[CH2:13][CH2:14][CH2:15][CH2:16][CH2:17][CH2:18][CH2:19][CH2:20][CH2:21][CH3:22])=[C:2]=[O:3].[NH2:45][C:46]1[NH:47][C:48]([CH2:53][CH2:54][CH2:55][CH2:56][CH2:57][CH2:58][CH2:59][CH2:60][CH2:61][CH2:62][CH2:63][CH2:64][CH2:65][CH2:66][CH3:67])=[CH:49][C:50](=[O:52])[N:51]=1. Product: [CH2:13]([CH:12]([CH:23]([CH2:24][CH2:25][CH2:26][CH2:27][CH2:28][CH2:29][CH2:30][CH2:31][CH2:32][CH3:33])[CH2:34][CH2:35][CH2:36][CH2:37][CH2:38][CH2:39][CH2:40][CH2:41][NH:42][C:43]([NH:45][C:46]1[NH:47][C:48]([CH2:53][CH2:54][CH2:55][CH2:56][CH2:57][CH2:58][CH2:59][CH2:60][CH2:61][CH2:62][CH2:63][CH2:64][CH2:65][CH2:66][CH3:67])=[CH:49][C:50](=[O:52])[N:51]=1)=[O:44])[CH2:11][CH2:10][CH2:9][CH2:8][CH2:7][CH2:6][CH2:5][CH2:4][NH:1][C:2]([NH:45][C:46]1[NH:47][C:48]([CH2:53][CH2:54][CH2:55][CH2:56][CH2:57][CH2:58][CH2:59][CH2:60][CH2:61][CH2:62][CH2:63][CH2:64][CH2:65][CH2:66][CH3:67])=[CH:49][C:50](=[O:52])[N:51]=1)=[O:3])[CH2:14][CH2:15][CH2:16][CH2:17][CH2:18][CH2:19][CH2:20][CH2:21][CH3:22]. The catalyst class is: 17. (9) Reactant: [NH2:1][C:2]1[N:7]=[C:6]([Cl:8])[C:5]([CH:9]=O)=[C:4](Cl)[N:3]=1.C(=O)([O-])[O-].[K+].[K+].[CH2:18]([O:20][C:21](=[O:24])[CH2:22][SH:23])[CH3:19]. Product: [CH2:18]([O:20][C:21]([C:22]1[S:23][C:4]2[N:3]=[C:2]([NH2:1])[N:7]=[C:6]([Cl:8])[C:5]=2[CH:9]=1)=[O:24])[CH3:19]. The catalyst class is: 10.